From a dataset of Forward reaction prediction with 1.9M reactions from USPTO patents (1976-2016). Predict the product of the given reaction. (1) The product is: [CH:22]1([N:5]2[C:4](=[O:25])[C:3]3[C:8](=[CH:9][CH:10]=[CH:11][C:2]=3[C:30]3[CH:29]=[N:28][N:27]([CH3:26])[CH:31]=3)[N:7]=[C:6]2[C@@H:12]([NH:14][C:15](=[O:21])[O:16][C:17]([CH3:19])([CH3:18])[CH3:20])[CH3:13])[CH2:24][CH2:23]1. Given the reactants Cl[C:2]1[CH:11]=[CH:10][CH:9]=[C:8]2[C:3]=1[C:4](=[O:25])[N:5]([CH:22]1[CH2:24][CH2:23]1)[C:6]([C@@H:12]([NH:14][C:15](=[O:21])[O:16][C:17]([CH3:20])([CH3:19])[CH3:18])[CH3:13])=[N:7]2.[CH3:26][N:27]1[CH:31]=[C:30](B2OC(C)(C)C(C)(C)O2)[CH:29]=[N:28]1.C(Cl)Cl.C([O-])([O-])=O.[Na+].[Na+], predict the reaction product. (2) The product is: [Cl:15][C:9]1[CH:10]=[CH:11][CH:12]=[C:13]2[C:8]=1[N:7]=[C:6]([C:16]1[CH:21]=[C:20]([F:22])[CH:19]=[CH:18][C:17]=1[C:23]([F:26])([F:24])[F:25])[C:5]([CH2:4][NH2:1])=[CH:14]2. Given the reactants [N:1]([CH2:4][C:5]1[C:6]([C:16]2[CH:21]=[C:20]([F:22])[CH:19]=[CH:18][C:17]=2[C:23]([F:26])([F:25])[F:24])=[N:7][C:8]2[C:13]([CH:14]=1)=[CH:12][CH:11]=[CH:10][C:9]=2[Cl:15])=[N+]=[N-].CO, predict the reaction product. (3) Given the reactants [O:1]([C:3]#[N:4])[K].[NH2:5][C:6]1[CH:14]=[C:13]([F:15])[C:12]([F:16])=[CH:11][C:7]=1[C:8](O)=[O:9].[OH-].[Na+], predict the reaction product. The product is: [F:16][C:12]1[CH:11]=[C:7]2[C:6](=[CH:14][C:13]=1[F:15])[NH:5][C:3](=[O:1])[NH:4][C:8]2=[O:9]. (4) Given the reactants [H-].[Na+].[N+:3]([C:6]1[CH:17]=[CH:16][C:9]2[CH2:10][CH2:11][CH2:12][C:13](=[O:15])[NH:14][C:8]=2[CH:7]=1)([O-:5])=[O:4].I[CH3:19], predict the reaction product. The product is: [CH3:19][N:14]1[C:8]2[CH:7]=[C:6]([N+:3]([O-:5])=[O:4])[CH:17]=[CH:16][C:9]=2[CH2:10][CH2:11][CH2:12][C:13]1=[O:15]. (5) Given the reactants [NH2:1]C1C=C(C=CC=1SCC)C#N.[CH2:13]([S:15]([C:18]1[CH:25]=[CH:24][C:21]([C:22]#[N:23])=[CH:20][C:19]=1C)(=[O:17])=[O:16])[CH3:14], predict the reaction product. The product is: [NH2:1][C:19]1[CH:20]=[C:21]([CH:24]=[CH:25][C:18]=1[S:15]([CH2:13][CH3:14])(=[O:17])=[O:16])[C:22]#[N:23]. (6) Given the reactants Br.[NH2:2][C:3]1[C:4]([OH:17])=[C:5]([C:9]2[O:13][C:12]([C:14]([OH:16])=[O:15])=[CH:11][CH:10]=2)[CH:6]=[CH:7][CH:8]=1.[N:18]([O-])=O.[Na+].[CH2:22]1[C:30]2[C:25](=[CH:26][C:27]([N:31]3[C:35](=[O:36])[CH2:34][C:33]([CH3:37])=[N:32]3)=[CH:28][CH:29]=2)[CH2:24][CH2:23]1.C(=O)(O)[O-].[Na+], predict the reaction product. The product is: [OH:17][C:4]1[C:3]([NH:2]/[N:18]=[C:34]2/[C:33]([CH3:37])=[N:32][N:31]([C:27]3[CH:26]=[C:25]4[C:30](=[CH:29][CH:28]=3)[CH2:22][CH2:23][CH2:24]4)[C:35]/2=[O:36])=[CH:8][CH:7]=[CH:6][C:5]=1[C:9]1[O:13][C:12]([C:14]([OH:16])=[O:15])=[CH:11][CH:10]=1.